Dataset: Catalyst prediction with 721,799 reactions and 888 catalyst types from USPTO. Task: Predict which catalyst facilitates the given reaction. Reactant: [Cl:1][C:2]1[CH:9]=[CH:8][C:5]([C:6]#[N:7])=[C:4]([O:10][C:11]2[CH:16]=[C:15]([OH:17])[CH:14]=[C:13]([CH:18]=[O:19])[CH:12]=2)[CH:3]=1.[H-].[Na+].[CH3:22]I. Product: [Cl:1][C:2]1[CH:9]=[CH:8][C:5]([C:6]#[N:7])=[C:4]([O:10][C:11]2[CH:16]=[C:15]([O:17][CH3:22])[CH:14]=[C:13]([CH:18]=[O:19])[CH:12]=2)[CH:3]=1. The catalyst class is: 18.